From a dataset of Peptide-MHC class I binding affinity with 185,985 pairs from IEDB/IMGT. Regression. Given a peptide amino acid sequence and an MHC pseudo amino acid sequence, predict their binding affinity value. This is MHC class I binding data. (1) The binding affinity (normalized) is 0.0847. The peptide sequence is LRNIYETEF. The MHC is HLA-A02:12 with pseudo-sequence HLA-A02:12. (2) The binding affinity (normalized) is 0.0847. The peptide sequence is LQPSDTLLF. The MHC is HLA-B46:01 with pseudo-sequence HLA-B46:01. (3) The peptide sequence is KLLNMRDLI. The MHC is HLA-A02:02 with pseudo-sequence HLA-A02:02. The binding affinity (normalized) is 0.426. (4) The peptide sequence is SVTAAASL. The MHC is H-2-Kb with pseudo-sequence H-2-Kb. The binding affinity (normalized) is 0.508. (5) The peptide sequence is APAKKAAAK. The MHC is HLA-A03:01 with pseudo-sequence HLA-A03:01. The binding affinity (normalized) is 0.0847. (6) The binding affinity (normalized) is 0. The MHC is HLA-B54:01 with pseudo-sequence HLA-B54:01. The peptide sequence is NPSILPSLI. (7) The peptide sequence is AQLNAWGCAF. The MHC is Mamu-A2201 with pseudo-sequence Mamu-A2201. The binding affinity (normalized) is 0.245.